This data is from Full USPTO retrosynthesis dataset with 1.9M reactions from patents (1976-2016). The task is: Predict the reactants needed to synthesize the given product. (1) Given the product [CH3:31][C@H:32]1[NH:33][C@H:34]([CH3:38])[CH2:35][N:36]([CH2:28][CH2:27][C:25]2[O:26][C:22]3[CH:21]=[C:20]([C:6]4[C:5]5[C:9](=[CH:10][C:2]([F:1])=[CH:3][CH:4]=5)[NH:8][CH:7]=4)[CH:30]=[CH:29][C:23]=3[N:24]=2)[CH2:37]1, predict the reactants needed to synthesize it. The reactants are: [F:1][C:2]1[CH:10]=[C:9]2[C:5]([C:6]([C:20]3[CH:30]=[CH:29][C:23]4[N:24]=[C:25]([CH:27]=[CH2:28])[O:26][C:22]=4[CH:21]=3)=[CH:7][N:8]2S(C2C=CC=CC=2)(=O)=O)=[CH:4][CH:3]=1.[CH3:31][C@@H:32]1[CH2:37][NH:36][CH2:35][C@@H:34]([CH3:38])[NH:33]1.[OH-].[Na+]. (2) Given the product [CH3:1][N:2]([CH3:13])[C:3]1[NH:7][C:6]2[CH:8]=[CH:9][C:10]([NH:12][C:19](=[O:21])[C:18]3[CH:17]=[CH:16][C:15]([C:14]([NH:12][C:10]4[CH:9]=[CH:8][C:6]5[NH:7][C:3]([N:2]([CH3:1])[CH3:13])=[N:4][C:5]=5[CH:11]=4)=[O:25])=[CH:23][CH:22]=3)=[CH:11][C:5]=2[N:4]=1, predict the reactants needed to synthesize it. The reactants are: [CH3:1][N:2]([CH3:13])[C:3]1[NH:4][C:5]2[CH:11]=[C:10]([NH2:12])[CH:9]=[CH:8][C:6]=2[N:7]=1.[C:14]([OH:25])(=O)[C:15]1[CH:23]=[CH:22][C:18]([C:19]([OH:21])=O)=[CH:17][CH:16]=1. (3) The reactants are: S(=O)(=O)(O)O.C(O)(=[O:8])C.[CH:10]([N:13]1[C:18](=[O:19])[CH:17]=[CH:16][C:15]([C:20]#[C:21][C:22]2[CH:27]=[CH:26][CH:25]=[CH:24][CH:23]=2)=[N:14]1)([CH3:12])[CH3:11]. Given the product [CH:10]([N:13]1[C:18](=[O:19])[CH:17]=[CH:16][C:15]([CH2:20][C:21](=[O:8])[C:22]2[CH:23]=[CH:24][CH:25]=[CH:26][CH:27]=2)=[N:14]1)([CH3:12])[CH3:11], predict the reactants needed to synthesize it. (4) Given the product [CH3:10][C:6]1[N:5]=[C:4]([CH:1]([NH2:17])[CH3:2])[CH:9]=[CH:8][CH:7]=1, predict the reactants needed to synthesize it. The reactants are: [C:1]([C:4]1[CH:9]=[CH:8][CH:7]=[C:6]([CH3:10])[N:5]=1)(=O)[CH3:2].C([O-])(=O)C.[NH4+].C([BH3-])#[N:17].[Na+].